From a dataset of Full USPTO retrosynthesis dataset with 1.9M reactions from patents (1976-2016). Predict the reactants needed to synthesize the given product. (1) Given the product [Cl:1][C:2]1[C:7]([Cl:8])=[CH:6][CH:5]=[CH:4][C:3]=1[N:9]1[CH2:14][CH2:13][N:12]([CH2:15][CH2:16][CH2:17][CH2:18][CH2:19][C:20]2[N:29]=[C:28]3[C:23]([C:24]([CH3:32])=[C:25]([CH3:31])[C:26](=[O:30])[NH:27]3)=[CH:22][CH:21]=2)[CH2:11][CH2:10]1, predict the reactants needed to synthesize it. The reactants are: [Cl:1][C:2]1[C:7]([Cl:8])=[CH:6][CH:5]=[CH:4][C:3]=1[N:9]1[CH2:14][CH2:13][N:12]([CH2:15][CH2:16][CH2:17][CH:18]=[CH:19][C:20]2[N:29]=[C:28]3[C:23]([C:24]([CH3:32])=[C:25]([CH3:31])[C:26](=[O:30])[NH:27]3)=[CH:22][CH:21]=2)[CH2:11][CH2:10]1. (2) Given the product [N:36]([C@:37]12[CH2:38][CH2:26][C@@H:25]([C:28]([CH3:30])=[CH2:29])[C@@H:6]1[C@@H:7]1[C@@:2]([CH3:1])([CH2:3][CH2:4]2)[C@@:19]2([CH3:20])[C@@H:10]([C@:11]3([CH3:24])[C@@H:16]([CH2:17][CH2:18]2)[C:15]([CH3:21])([CH3:22])[C:14](=[O:23])[CH2:13][CH2:12]3)[CH2:9][CH2:8]1)=[C:39]=[O:42], predict the reactants needed to synthesize it. The reactants are: [CH3:1][C@:2]12[C@@:19]3([CH3:20])[C@@H:10]([C@:11]4([CH3:24])[C@@H:16]([CH2:17][CH2:18]3)[C:15]([CH3:22])([CH3:21])[C:14](=[O:23])[CH2:13][CH2:12]4)[CH2:9][CH2:8][C@@H:7]1[C@H:6]1[C@H:25]([C:28]([CH3:30])=[CH2:29])[CH2:26]C[C@]1(C(O)=O)[CH2:4][CH2:3]2.C([N:36]([CH2:39]C)[CH2:37][CH3:38])C.P(N=[N+]=[N-])(=O)(OC1C=CC=CC=1)[O:42]C1C=CC=CC=1. (3) Given the product [F:8][C:9]1[CH:10]=[CH:11][C:12]([C:15](=[O:27])[C:16]([C:17]2[CH:22]=[CH:21][C:20]([C:23]([F:24])([F:25])[F:26])=[CH:19][N:18]=2)=[CH2:1])=[CH:13][CH:14]=1, predict the reactants needed to synthesize it. The reactants are: [C:1](OC(=O)C)(=O)C.[F:8][C:9]1[CH:14]=[CH:13][C:12]([C:15](=[O:27])[CH2:16][C:17]2[CH:22]=[CH:21][C:20]([C:23]([F:26])([F:25])[F:24])=[CH:19][N:18]=2)=[CH:11][CH:10]=1.CN(C)CN(C)C.